This data is from Catalyst prediction with 721,799 reactions and 888 catalyst types from USPTO. The task is: Predict which catalyst facilitates the given reaction. (1) Reactant: [CH:1]1([CH2:6][C@H:7]([N:11]2[CH2:19][C:18]3[C:13](=[CH:14][CH:15]=[CH:16][C:17]=3[C:20]([F:23])([F:22])[F:21])[C:12]2=[O:24])[C:8](O)=[O:9])[CH2:5][CH2:4][CH2:3][CH2:2]1.[C:25](Cl)(=[O:29])[C:26](Cl)=O.C(O[CH2:35][CH2:36][N:37]1[CH:41]=[CH:40][C:39]([NH2:42])=[N:38]1)(C)C.N1C(C)=CC=C[C:44]=1C. Product: [CH:1]1([CH2:6][C@H:7]([N:11]2[CH2:19][C:18]3[C:13](=[CH:14][CH:15]=[CH:16][C:17]=3[C:20]([F:21])([F:22])[F:23])[C:12]2=[O:24])[C:8]([NH:42][C:39]2[CH:40]=[CH:41][N:37]([CH2:36][CH2:35][CH2:44][C:25](=[O:29])[CH3:26])[N:38]=2)=[O:9])[CH2:2][CH2:3][CH2:4][CH2:5]1. The catalyst class is: 306. (2) Reactant: [CH2:1]([O:8][C:9]1[CH:18]=[C:17]2[C:12]([C:13](Cl)=[C:14]([CH:19]3[CH2:21][CH2:20]3)[CH:15]=[N:16]2)=[CH:11][C:10]=1[O:23][CH3:24])[C:2]1[CH:7]=[CH:6][CH:5]=[CH:4][CH:3]=1.[OH:25][C:26]1[CH:31]=[CH:30][C:29]([NH:32][C:33](=[O:40])[C:34]2[CH:39]=[CH:38][CH:37]=[CH:36][CH:35]=2)=[CH:28][CH:27]=1. Product: [CH2:1]([O:8][C:9]1[CH:18]=[C:17]2[C:12]([C:13]([O:25][C:26]3[CH:31]=[CH:30][C:29]([NH:32][C:33](=[O:40])[C:34]4[CH:39]=[CH:38][CH:37]=[CH:36][CH:35]=4)=[CH:28][CH:27]=3)=[C:14]([CH:19]3[CH2:21][CH2:20]3)[CH:15]=[N:16]2)=[CH:11][C:10]=1[O:23][CH3:24])[C:2]1[CH:7]=[CH:6][CH:5]=[CH:4][CH:3]=1. The catalyst class is: 3. (3) Reactant: [Br:1][C:2]1[CH:3]=[CH:4][C:5]2[O:6][CH2:7][CH2:8][NH:9][C:10]=2[N:11]=1.[C:12]1([CH3:22])[CH:17]=[CH:16][CH:15]=[C:14]([S:18](Cl)(=[O:20])=[O:19])[CH:13]=1. Product: [Br:1][C:2]1[CH:3]=[CH:4][C:5]2[O:6][CH2:7][CH2:8][N:9]([S:18]([C:14]3[CH:13]=[C:12]([CH3:22])[CH:17]=[CH:16][CH:15]=3)(=[O:20])=[O:19])[C:10]=2[N:11]=1. The catalyst class is: 17. (4) Reactant: [C:1]([C:4]1[CH:9]=[CH:8][C:7](OS(C(F)(F)F)(=O)=O)=[CH:6][C:5]=1[CH3:18])(=[O:3])[CH3:2].C([Sn](CCCC)(CCCC)[C:24]1[O:25][CH:26]=[CH:27][CH:28]=1)CCC.[Cl-].[Li+]. Product: [O:25]1[CH:26]=[CH:27][CH:28]=[C:24]1[C:7]1[CH:8]=[CH:9][C:4]([C:1](=[O:3])[CH3:2])=[C:5]([CH3:18])[CH:6]=1. The catalyst class is: 70. (5) Reactant: [Br:1]N1C(=O)CCC1=O.[NH2:9][C:10]1[C:15]([C:16]2[O:17][C:18]3[C:24]([C:25]#[N:26])=[CH:23][CH:22]=[CH:21][C:19]=3[N:20]=2)=[CH:14][CH:13]=[CH:12][N:11]=1. Product: [NH2:9][C:10]1[C:15]([C:16]2[O:17][C:18]3[C:24]([C:25]#[N:26])=[CH:23][CH:22]=[CH:21][C:19]=3[N:20]=2)=[CH:14][C:13]([Br:1])=[CH:12][N:11]=1. The catalyst class is: 7. (6) Reactant: [CH3:1][C:2]1[N:3]=[C:4]([C:13]2[CH:18]=[CH:17][CH:16]=[CH:15][CH:14]=2)[N:5]2[C:10]=1[CH:9]=[N:8][C:7](SC)=[N:6]2.CC1N=C(C2C=CC=CC=2)N2C=1C=NC(S(C)(=O)=O)=N2.[CH3:39][O:40][C:41]1[CH:46]=[CH:45][C:44]([NH2:47])=[CH:43][CH:42]=1.C1(C)C=CC(S(O)(=O)=O)=CC=1. Product: [CH3:1][C:2]1[N:3]=[C:4]([C:13]2[CH:18]=[CH:17][CH:16]=[CH:15][CH:14]=2)[N:5]2[C:10]=1[CH:9]=[N:8][C:7]([NH:47][C:44]1[CH:45]=[CH:46][C:41]([O:40][CH3:39])=[CH:42][CH:43]=1)=[N:6]2. The catalyst class is: 7. (7) Reactant: Cl[CH2:2][CH2:3][CH2:4][O:5][C:6]1[CH:15]=[C:14]2[C:9]([C:10]([O:16][C:17]3[CH:22]=[CH:21][C:20]([CH3:23])=[CH:19][C:18]=3[C:24]([C:26]3[CH:31]=[CH:30][CH:29]=[CH:28][CH:27]=3)=[O:25])=[CH:11][CH:12]=[N:13]2)=[CH:8][C:7]=1[O:32][CH3:33].[CH2:34]([NH:36][CH2:37][CH3:38])[CH3:35].C(=O)([O-])[O-].[K+].[K+].O. Product: [CH2:34]([N:36]([CH2:37][CH3:38])[CH2:2][CH2:3][CH2:4][O:5][C:6]1[CH:15]=[C:14]2[C:9]([C:10]([O:16][C:17]3[CH:22]=[CH:21][C:20]([CH3:23])=[CH:19][C:18]=3[C:24]([C:26]3[CH:31]=[CH:30][CH:29]=[CH:28][CH:27]=3)=[O:25])=[CH:11][CH:12]=[N:13]2)=[CH:8][C:7]=1[O:32][CH3:33])[CH3:35]. The catalyst class is: 9.